Dataset: Retrosynthesis with 50K atom-mapped reactions and 10 reaction types from USPTO. Task: Predict the reactants needed to synthesize the given product. (1) Given the product NC1=N[C@@]2(COC1)c1cc(Br)ccc1Oc1ccc(-c3ccnc(F)c3)cc12, predict the reactants needed to synthesize it. The reactants are: NC1=N[C@@]2(COC1)c1cc(Br)ccc1Oc1ccc(I)cc12.OB(O)c1ccnc(F)c1. (2) Given the product O=C(NCCOc1ccc(OCC(F)(F)F)cc1)c1c(F)cccc1F, predict the reactants needed to synthesize it. The reactants are: NCCOc1ccc(OCC(F)(F)F)cc1.O=C(Cl)c1c(F)cccc1F.